Dataset: Reaction yield outcomes from USPTO patents with 853,638 reactions. Task: Predict the reaction yield, written as a fraction of the theoretical maximum amount of product (1.0 means a 100% yield; for example, 0.34 means a 34% yield). The reactants are [CH3:1][C:2]1[CH:7]=[CH:6][C:5]([C:8](=[O:15])[CH2:9][CH2:10][CH2:11][CH2:12][CH2:13][CH3:14])=[CH:4][CH:3]=1.C1(C)C=CC(S(O)(=O)=O)=CC=1.[CH2:27](O)[CH2:28][OH:29]. The catalyst is C1(C)C=CC=CC=1. The product is [CH2:9]([C:8]1([C:5]2[CH:6]=[CH:7][C:2]([CH3:1])=[CH:3][CH:4]=2)[O:29][CH2:28][CH2:27][O:15]1)[CH2:10][CH2:11][CH2:12][CH2:13][CH3:14]. The yield is 0.670.